From a dataset of Catalyst prediction with 721,799 reactions and 888 catalyst types from USPTO. Predict which catalyst facilitates the given reaction. Reactant: [F:1][C:2]1[CH:10]=[C:9]([CH3:11])[C:8]([N+:12]([O-])=O)=[CH:7][C:3]=1[C:4]([OH:6])=[O:5].C([O-])=O.[NH4+]. Product: [NH2:12][C:8]1[C:9]([CH3:11])=[CH:10][C:2]([F:1])=[C:3]([CH:7]=1)[C:4]([OH:6])=[O:5]. The catalyst class is: 19.